This data is from Full USPTO retrosynthesis dataset with 1.9M reactions from patents (1976-2016). The task is: Predict the reactants needed to synthesize the given product. Given the product [NH:10]([C:11]1[CH:12]=[C:13]([CH:17]([O:21][P:22]([CH:25]([NH:29][S:30]([CH2:33][C:34]2[CH:39]=[CH:38][CH:37]=[CH:36][CH:35]=2)(=[O:31])=[O:32])[CH:26]([CH3:28])[CH3:27])([OH:24])=[O:23])[C:18]([OH:20])=[O:19])[CH:14]=[CH:15][CH:16]=1)[C:9]([NH2:40])=[NH:8], predict the reactants needed to synthesize it. The reactants are: C(OC([N:8]=[C:9]([NH:40]C(OC(C)(C)C)=O)[NH:10][C:11]1[CH:12]=[C:13]([CH:17]([O:21][P:22]([C@@H:25]([NH:29][S:30]([CH2:33][C:34]2[CH:39]=[CH:38][CH:37]=[CH:36][CH:35]=2)(=[O:32])=[O:31])[CH:26]([CH3:28])[CH3:27])([OH:24])=[O:23])[C:18]([OH:20])=[O:19])[CH:14]=[CH:15][CH:16]=1)=O)(C)(C)C.C(O)(C(F)(F)F)=O.